This data is from Reaction yield outcomes from USPTO patents with 853,638 reactions. The task is: Predict the reaction yield, written as a fraction of the theoretical maximum amount of product (1.0 means a 100% yield; for example, 0.34 means a 34% yield). (1) The product is [F:13][C:14]1[CH:19]=[CH:18][C:17]([S:20]([C:7]2[CH:8]=[CH:9][C:4]([CH:1]([CH3:3])[CH3:2])=[CH:5][C:6]=2[CH:10]([CH3:12])[CH3:11])(=[O:22])=[O:21])=[CH:16][CH:15]=1. The reactants are [CH:1]([C:4]1[CH:9]=[CH:8][CH:7]=[C:6]([CH:10]([CH3:12])[CH3:11])[CH:5]=1)([CH3:3])[CH3:2].[F:13][C:14]1[CH:19]=[CH:18][C:17]([S:20](Cl)(=[O:22])=[O:21])=[CH:16][CH:15]=1.[Cl-].[Al+3].[Cl-].[Cl-]. No catalyst specified. The yield is 0.600. (2) The reactants are [Cl:1][C:2]1[C:11]2[C:6](=[CH:7][CH:8]=[CH:9][C:10]=2[O:12][CH:13]2[CH2:18][CH2:17][N:16]([CH3:19])[CH2:15][CH2:14]2)[N:5]=[CH:4][N:3]=1.[CH3:20][C:21]1[CH:22]=[C:23]([CH:25]=[CH:26][C:27]=1[NH:28][CH2:29][C:30]1[CH:35]=[CH:34][CH:33]=[CH:32][N:31]=1)[NH2:24]. No catalyst specified. The product is [ClH:1].[CH3:19][N:16]1[CH2:17][CH2:18][CH:13]([O:12][C:10]2[CH:9]=[CH:8][CH:7]=[C:6]3[C:11]=2[C:2]([NH:24][C:23]2[CH:25]=[CH:26][C:27]([NH:28][CH2:29][C:30]4[CH:35]=[CH:34][CH:33]=[CH:32][N:31]=4)=[C:21]([CH3:20])[CH:22]=2)=[N:3][CH:4]=[N:5]3)[CH2:14][CH2:15]1. The yield is 0.530.